Dataset: Full USPTO retrosynthesis dataset with 1.9M reactions from patents (1976-2016). Task: Predict the reactants needed to synthesize the given product. (1) The reactants are: C(O[BH-](OC(=O)C)OC(=O)C)(=O)C.[Na+].C(O)(=O)C.[F:19][C:20]1[CH:25]=[CH:24][C:23]([C:26]2[CH:27]=[C:28]3[C:32](=[CH:33][CH:34]=2)[NH:31][CH:30]=[CH:29]3)=[CH:22][C:21]=1[CH:35]=O.[CH3:37][N:38]1[CH2:43][CH2:42][CH:41]([NH2:44])[CH2:40][CH2:39]1. Given the product [F:19][C:20]1[CH:25]=[CH:24][C:23]([C:26]2[CH:27]=[C:28]3[C:32](=[CH:33][CH:34]=2)[NH:31][CH:30]=[CH:29]3)=[CH:22][C:21]=1[CH2:35][NH:44][CH:41]1[CH2:42][CH2:43][N:38]([CH3:37])[CH2:39][CH2:40]1, predict the reactants needed to synthesize it. (2) Given the product [CH2:2]([N:3]([CH2:4][CH3:5])[CH2:6][CH2:7][NH:8][C:9]1[C:14]2=[C:13]3[C:12]([N:25]=[CH:24][N:23]3[C:22]3[C:17]([C:15]2=[O:16])=[CH:18][C:19]([O:26][C:27](=[O:31])[CH2:28][CH2:29][CH3:30])=[CH:20][CH:21]=3)=[CH:11][CH:10]=1)[CH3:1], predict the reactants needed to synthesize it. The reactants are: [CH3:1][CH2:2][N:3]([CH2:6][CH2:7][NH:8][C:9]1[CH:10]=[CH:11][C:12]2[N:25]=[CH:24][N:23]3[C:13]=2[C:14]=1[C:15]([C:17]1[CH:18]=[C:19]([OH:26])[CH:20]=[CH:21][C:22]=13)=[O:16])[CH2:4][CH3:5].[C:27](O)(=[O:31])[CH2:28][CH2:29][CH3:30].Cl.CN(C)CCCN=C=NCC.C(N(CC)CC)C. (3) The reactants are: N1C=CC=CC1=O.[Cl:8][C:9]1[CH:10]=[CH:11][C:12]([CH2:15][O:16][C:17]2[CH:22]=[CH:21][N:20]([C:23]3[CH:28]=[CH:27][C:26]([O:29][CH2:30][C@H:31]4[CH2:35][CH2:34][CH2:33][N:32]4C(OC(C)(C)C)=O)=[CH:25][CH:24]=3)[C:19](=[O:43])[CH:18]=2)=[N:13][CH:14]=1. Given the product [Cl:8][C:9]1[CH:10]=[CH:11][C:12]([CH2:15][O:16][C:17]2[CH:22]=[CH:21][N:20]([C:23]3[CH:28]=[CH:27][C:26]([O:29][CH2:30][C@H:31]4[CH2:35][CH2:34][CH2:33][NH:32]4)=[CH:25][CH:24]=3)[C:19](=[O:43])[CH:18]=2)=[N:13][CH:14]=1, predict the reactants needed to synthesize it.